Dataset: Reaction yield outcomes from USPTO patents with 853,638 reactions. Task: Predict the reaction yield, written as a fraction of the theoretical maximum amount of product (1.0 means a 100% yield; for example, 0.34 means a 34% yield). The reactants are [OH:1][C:2]1[CH:7]=[CH:6][CH:5]=[CH:4][C:3]=1[C:8]1[O:9][C:10]2[C:11](=[C:13]([C:17]([OH:19])=O)[CH:14]=[CH:15][CH:16]=2)[N:12]=1.[ClH:20].C(N=C=NCCCN(C)C)C.ON1C2C=CC=CC=2N=N1.Cl.Cl.[NH2:44][CH:45]1[CH2:52][CH:51]2[N:53]([CH3:54])[CH:47]([CH2:48][CH2:49][CH2:50]2)[CH2:46]1.C(N(CC)CC)C. The catalyst is CN(C=O)C.ClCCl. The product is [ClH:20].[CH3:54][N:53]1[CH:47]2[CH2:48][CH2:49][CH2:50][CH:51]1[CH2:52][CH:45]([NH:44][C:17]([C:13]1[CH:14]=[CH:15][CH:16]=[C:10]3[O:9][C:8]([C:3]4[CH:4]=[CH:5][CH:6]=[CH:7][C:2]=4[OH:1])=[N:12][C:11]=13)=[O:19])[CH2:46]2. The yield is 0.480.